This data is from Peptide-MHC class I binding affinity with 185,985 pairs from IEDB/IMGT. The task is: Regression. Given a peptide amino acid sequence and an MHC pseudo amino acid sequence, predict their binding affinity value. This is MHC class I binding data. (1) The peptide sequence is FPRIWLHGL. The MHC is Mamu-A2201 with pseudo-sequence Mamu-A2201. The binding affinity (normalized) is 0.0375. (2) The peptide sequence is EVGTNFGTII. The MHC is HLA-A02:03 with pseudo-sequence HLA-A02:03. The binding affinity (normalized) is 0.143. (3) The MHC is HLA-B37:01 with pseudo-sequence HLA-B37:01. The binding affinity (normalized) is 0. The peptide sequence is MWAQDAAMY. (4) The peptide sequence is EKLKSLFNTV. The MHC is HLA-A26:01 with pseudo-sequence HLA-A26:01. The binding affinity (normalized) is 0.0847.